This data is from Peptide-MHC class II binding affinity with 134,281 pairs from IEDB. The task is: Regression. Given a peptide amino acid sequence and an MHC pseudo amino acid sequence, predict their binding affinity value. This is MHC class II binding data. The peptide sequence is ALFHEVAKLDVVKLL. The MHC is DRB5_0101 with pseudo-sequence DRB5_0101. The binding affinity (normalized) is 0.366.